From a dataset of Peptide-MHC class I binding affinity with 185,985 pairs from IEDB/IMGT. Regression. Given a peptide amino acid sequence and an MHC pseudo amino acid sequence, predict their binding affinity value. This is MHC class I binding data. (1) The peptide sequence is FIRDCSVAL. The MHC is HLA-A26:01 with pseudo-sequence HLA-A26:01. The binding affinity (normalized) is 0.0847. (2) The peptide sequence is NSNINVINY. The MHC is HLA-B46:01 with pseudo-sequence HLA-B46:01. The binding affinity (normalized) is 0.0847. (3) The MHC is Mamu-A11 with pseudo-sequence Mamu-A11. The binding affinity (normalized) is 0. The peptide sequence is TDAAVKNWM.